This data is from Reaction yield outcomes from USPTO patents with 853,638 reactions. The task is: Predict the reaction yield, written as a fraction of the theoretical maximum amount of product (1.0 means a 100% yield; for example, 0.34 means a 34% yield). (1) The reactants are Br[CH2:2][C:3]1[CH:8]=[CH:7][C:6]([NH:9][C:10](=[O:16])[O:11][C:12]([CH3:15])([CH3:14])[CH3:13])=[CH:5][CH:4]=1.[CH:17]1([C@@H:21]([NH2:23])[CH3:22])[CH2:20][CH2:19][CH2:18]1.C(CN1C=C(CN([C@@H](C2CCC2)C)C(=O)OCC2C3C=CC=CC=3C3C2=CC=CC=3)N=N1)#N.CCN(C(C)C)C(C)C. The catalyst is C(Cl)Cl. The product is [CH:17]1([C@@H:21]([NH:23][CH2:2][C:3]2[CH:8]=[CH:7][C:6]([NH:9][C:10](=[O:16])[O:11][C:12]([CH3:15])([CH3:14])[CH3:13])=[CH:5][CH:4]=2)[CH3:22])[CH2:20][CH2:19][CH2:18]1. The yield is 0.560. (2) The reactants are C([O:5][C:6]([CH2:8][CH2:9][CH:10]([C:16]([O:18][CH2:19][CH3:20])=[O:17])[C:11]([O:13][CH2:14][CH3:15])=[O:12])=[O:7])(C)(C)C.C(O)(C(F)(F)F)=O. The catalyst is C(Cl)Cl. The product is [C:6]([CH2:8][CH2:9][CH:10]([C:11]([O:13][CH2:14][CH3:15])=[O:12])[C:16]([O:18][CH2:19][CH3:20])=[O:17])([OH:7])=[O:5]. The yield is 1.00. (3) The reactants are CS[C:3]1[N:4]=[CH:5][C:6]2[C:7](=[O:28])[N:8]([C:17]3[C:22]4=[N:23][CH:24]=[CH:25][C:26](=[O:27])[N:21]4[CH:20]=[CH:19][CH:18]=3)[CH2:9][C@@H:10]3[CH2:16][CH2:15][CH2:14][N:11]3[C:12]=2[N:13]=1.C1C=C(Cl)C=C(C(OO)=O)C=1.C(Cl)(Cl)Cl.[CH2:44]([NH2:46])[CH3:45].C1COCC1. The catalyst is ClCCl. The product is [CH2:44]([NH:46][C:3]1[N:4]=[CH:5][C:6]2[C:7](=[O:28])[N:8]([C:17]3[C:22]4=[N:23][CH:24]=[CH:25][C:26](=[O:27])[N:21]4[CH:20]=[CH:19][CH:18]=3)[CH2:9][C@@H:10]3[CH2:16][CH2:15][CH2:14][N:11]3[C:12]=2[N:13]=1)[CH3:45]. The yield is 0.690. (4) The reactants are FC(F)(F)C(O)=O.[NH:8]1[CH2:13][CH2:12][CH:11]([NH:14][C:15]([N:17]2[CH2:21][CH:20]([CH2:22][C:23]([CH3:26])([CH3:25])[CH3:24])[C:19]3([C:34]4[C:29](=[CH:30][C:31]([Cl:35])=[CH:32][CH:33]=4)[NH:28][C:27]3=[O:36])[CH:18]2[C:37]2[CH:42]=[CH:41][CH:40]=[C:39]([Cl:43])[C:38]=2[F:44])=[O:16])[CH2:10][CH2:9]1.C(N(CC)CC)C.[CH3:52][S:53](Cl)(=[O:55])=[O:54]. The catalyst is ClCCl. The product is [CH3:52][S:53]([N:8]1[CH2:13][CH2:12][CH:11]([NH:14][C:15]([N:17]2[CH2:21][CH:20]([CH2:22][C:23]([CH3:26])([CH3:25])[CH3:24])[C:19]3([C:34]4[C:29](=[CH:30][C:31]([Cl:35])=[CH:32][CH:33]=4)[NH:28][C:27]3=[O:36])[CH:18]2[C:37]2[CH:42]=[CH:41][CH:40]=[C:39]([Cl:43])[C:38]=2[F:44])=[O:16])[CH2:10][CH2:9]1)(=[O:55])=[O:54]. The yield is 0.630. (5) The reactants are CN1C2C(=CC(S(N3CCC[C@H]3COC3C=CC=CC=3)(=O)=O)=CC=2)C(=O)C1=O.[O:29]([CH2:36][C@@H:37]1[CH2:40][CH2:39][N:38]1[S:41]([C:44]1[CH:45]=[C:46]2[C:50](=[CH:51][CH:52]=1)[NH:49][C:48](=[O:53])[C:47]2=[O:54])(=[O:43])=[O:42])[C:30]1[CH:35]=[CH:34][CH:33]=[CH:32][CH:31]=1.Br[CH2:56][C:57]1[N:62]=[C:61]([F:63])[CH:60]=[CH:59][CH:58]=1. No catalyst specified. The product is [F:63][C:61]1[N:62]=[C:57]([CH2:56][N:49]2[C:50]3[C:46](=[CH:45][C:44]([S:41]([N:38]4[CH2:39][CH2:40][C@H:37]4[CH2:36][O:29][C:30]4[CH:35]=[CH:34][CH:33]=[CH:32][CH:31]=4)(=[O:43])=[O:42])=[CH:52][CH:51]=3)[C:47](=[O:54])[C:48]2=[O:53])[CH:58]=[CH:59][CH:60]=1. The yield is 0.520.